Predict the reactants needed to synthesize the given product. From a dataset of Full USPTO retrosynthesis dataset with 1.9M reactions from patents (1976-2016). Given the product [F:25][C:2]([F:1])([F:24])[C:3]1[N:4]=[CH:5][C:6]([NH:9][C@@H:10]2[CH2:15][C@@H:14]3[NH:16][C@H:11]2[CH2:12][CH2:13]3)=[N:7][CH:8]=1, predict the reactants needed to synthesize it. The reactants are: [F:1][C:2]([F:25])([F:24])[C:3]1[N:4]=[CH:5][C:6]([NH:9][C@@H:10]2[CH2:15][C@@H:14]3[N:16](C(OC(C)(C)C)=O)[C@H:11]2[CH2:12][CH2:13]3)=[N:7][CH:8]=1.Cl.